This data is from Catalyst prediction with 721,799 reactions and 888 catalyst types from USPTO. The task is: Predict which catalyst facilitates the given reaction. (1) Reactant: [O:1]1[C:5]([C:6]2[CH:7]=[C:8]([CH:10]=[CH:11][CH:12]=2)[NH2:9])=[CH:4][N:3]=[CH:2]1.[C:13](Cl)(Cl)=[S:14]. Product: [N:9]([C:8]1[CH:7]=[C:6]([C:5]2[O:1][CH:2]=[N:3][CH:4]=2)[CH:12]=[CH:11][CH:10]=1)=[C:13]=[S:14]. The catalyst class is: 1. (2) Reactant: N1(S([C:10]2[CH:20]=[CH:19][C:13]3[O:14][CH2:15][C:16](=[O:18])[NH:17][C:12]=3[CH:11]=2)(=O)=O)CCCCC1.O[C:22]1[CH:27]=[CH:26][C:25](S(Cl)(=O)=O)=[CH:24][C:23]=1[N+]([O-])=O.[NH:35]1[CH2:40][CH2:39][CH2:38][CH2:37][CH2:36]1.C(N(CC)CC)C.Br[CH2:49][C:50](OC)=[O:51]. Product: [C:22]1([CH:38]2[CH2:39][CH2:40][N:35]([CH2:49][C:50]([C:10]3[CH:20]=[CH:19][C:13]4[O:14][CH2:15][C:16](=[O:18])[NH:17][C:12]=4[CH:11]=3)=[O:51])[CH2:36][CH2:37]2)[CH:27]=[CH:26][CH:25]=[CH:24][CH:23]=1. The catalyst class is: 2. (3) Reactant: [CH2:1]([N:3]1[CH2:16][CH2:15][CH:6]2[NH:7][C:8]3[CH:9]=[CH:10][C:11]([CH3:14])=[CH:12][C:13]=3[CH:5]2[CH2:4]1)[CH3:2].N1CCC[C@H]1C(O)=O.Br[CH:26]=[C:27]([C:29]1[CH:34]=[CH:33][N:32]=[CH:31][CH:30]=1)[CH3:28]. Product: [CH2:1]([N:3]1[CH2:16][CH2:15][C:6]2[N:7](/[CH:26]=[C:27](/[C:29]3[CH:34]=[CH:33][N:32]=[CH:31][CH:30]=3)\[CH3:28])[C:8]3[CH:9]=[CH:10][C:11]([CH3:14])=[CH:12][C:13]=3[C:5]=2[CH2:4]1)[CH3:2]. The catalyst class is: 122. (4) Reactant: [H-].[Na+].[Br:3][C:4]1[CH:5]=[C:6]([F:15])[CH:7]=[C:8]2[C:13]=1[C:12](=[O:14])[NH:11][CH2:10][CH2:9]2.[CH3:16][O:17][C:18]1[CH:23]=[CH:22][C:21]([CH2:24]Cl)=[CH:20][CH:19]=1.[NH4+].[Cl-]. Product: [Br:3][C:4]1[CH:5]=[C:6]([F:15])[CH:7]=[C:8]2[C:13]=1[C:12](=[O:14])[N:11]([CH2:24][C:21]1[CH:22]=[CH:23][C:18]([O:17][CH3:16])=[CH:19][CH:20]=1)[CH2:10][CH2:9]2. The catalyst class is: 3.